Task: Predict the reactants needed to synthesize the given product.. Dataset: Full USPTO retrosynthesis dataset with 1.9M reactions from patents (1976-2016) (1) Given the product [CH3:68][O:69][C:70]([C:72]1([O:75][C:76]2[CH:81]=[CH:80][C:79]([NH:82][C:12](=[O:38])[CH:13]([N:20]3[C:24]4[CH:25]=[C:26]([F:30])[C:27]([F:29])=[CH:28][C:23]=4[N:22]=[C:21]3[C:31]3[CH:32]=[CH:33][C:34]([Cl:37])=[CH:35][CH:36]=3)[CH:14]3[CH2:15][CH2:16][CH2:17][CH2:18][CH2:19]3)=[C:78]([F:83])[CH:77]=2)[CH2:74][CH2:73]1)=[O:71], predict the reactants needed to synthesize it. The reactants are: C(OC(=O)C1C=CC(N[C:12](=[O:38])[CH:13]([N:20]2[C:24]3[CH:25]=[C:26]([F:30])[C:27]([F:29])=[CH:28][C:23]=3[N:22]=[C:21]2[C:31]2[CH:36]=[CH:35][C:34]([Cl:37])=[CH:33][CH:32]=2)[CH:14]2[CH2:19][CH2:18][CH2:17][CH2:16][CH2:15]2)=CC=1)C.ClC1C=CC(C2N(C(C3CCCCC3)C(O)=O)C3C=C(F)C(F)=CC=3N=2)=CC=1.[CH3:68][O:69][C:70]([C:72]1([O:75][C:76]2[CH:81]=[CH:80][C:79]([NH2:82])=[C:78]([F:83])[CH:77]=2)[CH2:74][CH2:73]1)=[O:71]. (2) Given the product [CH3:21][N:20]([CH3:22])[CH2:19][CH2:18][O:9][N:8]=[C:7]([C:10]1[CH:15]=[CH:14][CH:13]=[CH:12][CH:11]=1)[C:1]1[CH:2]=[CH:3][CH:4]=[CH:5][CH:6]=1, predict the reactants needed to synthesize it. The reactants are: [C:1]1([C:7]([C:10]2[CH:15]=[CH:14][CH:13]=[CH:12][CH:11]=2)=[N:8][OH:9])[CH:6]=[CH:5][CH:4]=[CH:3][CH:2]=1.Cl.Cl[CH2:18][CH2:19][N:20]([CH3:22])[CH3:21].[OH-].[K+]. (3) Given the product [NH2:8][C@H:9]1[C@@H:15]([F:16])[CH2:14][C@@H:13]2[NH:17][C@@:10]1([C:27]1[CH:32]=[CH:31][CH:30]=[CH:29][CH:28]=1)[CH2:11][C@H:12]2[CH2:25][OH:26], predict the reactants needed to synthesize it. The reactants are: C([NH:8][C@H:9]1[C@@H:15]([F:16])[CH2:14][C@@H:13]2[N:17](CC3C=CC=CC=3)[C@@:10]1([C:27]1[CH:32]=[CH:31][CH:30]=[CH:29][CH:28]=1)[CH2:11][C@H:12]2[CH2:25][OH:26])C1C=CC=CC=1. (4) The reactants are: CCN=C=NCCCN(C)C.C1C=CC2N(O)N=NC=2C=1.[CH3:22][C:23]1[O:27][C:26](=[O:28])[O:25][C:24]=1[CH2:29][O:30][C:31](=[O:52])[C@H:32]([OH:51])[CH2:33][N:34]([CH2:36][C:37]1[CH:42]=[CH:41][C:40]([C:43]2[CH:48]=[C:47]([Cl:49])[CH:46]=[CH:45][C:44]=2[F:50])=[CH:39][CH:38]=1)[NH2:35].[F:53][C:54]1[CH:59]=[CH:58][CH:57]=[CH:56][C:55]=1[C:60]1[CH:64]=[C:63]([C:65](O)=[O:66])[O:62][N:61]=1.CCN(C(C)C)C(C)C. Given the product [CH3:22][C:23]1[O:27][C:26](=[O:28])[O:25][C:24]=1[CH2:29][O:30][C:31](=[O:52])[C@H:32]([OH:51])[CH2:33][N:34]([CH2:36][C:37]1[CH:38]=[CH:39][C:40]([C:43]2[CH:48]=[C:47]([Cl:49])[CH:46]=[CH:45][C:44]=2[F:50])=[CH:41][CH:42]=1)[NH:35][C:65]([C:63]1[O:62][N:61]=[C:60]([C:55]2[CH:56]=[CH:57][CH:58]=[CH:59][C:54]=2[F:53])[CH:64]=1)=[O:66], predict the reactants needed to synthesize it. (5) Given the product [CH:2]([C:3]1[CH:4]=[C:5]([CH:10]=[CH:11][N:12]=1)[C:6]([O:8][CH3:9])=[O:7])=[O:1], predict the reactants needed to synthesize it. The reactants are: [OH:1][CH2:2][C:3]1[CH:4]=[C:5]([CH:10]=[CH:11][N:12]=1)[C:6]([O:8][CH3:9])=[O:7].CC(OI1(OC(C)=O)(OC(C)=O)OC(=O)C2C=CC=CC1=2)=O.[Na].